This data is from Forward reaction prediction with 1.9M reactions from USPTO patents (1976-2016). The task is: Predict the product of the given reaction. (1) Given the reactants ClC1C(C2C=CC=C(NCC3C=CC=C(F)C=3)N=2)=CC(N[C@@H]2CC[C@H](O)C2)=NC=1.C(N(C(C)C)CC)(C)C.S(Cl)(C)(=O)=O.[N-]=[N+]=[N-].[Na+].N1C(N)=CC=CC=1C1(N)C=CC=CN1.[N:62]([C@@H:65]1[CH2:69][CH2:68][C@@H:67]([NH:70][C:71]2[CH:76]=[C:75]([C:77]3[CH:82]=[CH:81][CH:80]=[C:79]([NH:83][CH2:84][C:85]4[CH:90]=[CH:89][CH:88]=[C:87]([F:91])[CH:86]=4)[N:78]=3)[C:74]([Cl:92])=[CH:73][N:72]=2)[CH2:66]1)=[N+]=[N-], predict the reaction product. The product is: [NH2:62][C@@H:65]1[CH2:69][CH2:68][C@@H:67]([NH:70][C:71]2[CH:76]=[C:75]([C:77]3[CH:82]=[CH:81][CH:80]=[C:79]([NH:83][CH2:84][C:85]4[CH:90]=[CH:89][CH:88]=[C:87]([F:91])[CH:86]=4)[N:78]=3)[C:74]([Cl:92])=[CH:73][N:72]=2)[CH2:66]1. (2) Given the reactants [CH2:1]([C:4]1[C:8]([CH2:9][CH2:10][CH2:11][OH:12])=[CH:7][N:6]([C:13]2[CH:18]=[CH:17][C:16]([C:19]([F:22])([F:21])[F:20])=[CH:15][CH:14]=2)[N:5]=1)[CH2:2][CH3:3].O[C:24]1[CH:29]=[CH:28][CH:27]=[CH:26][C:25]=1[CH2:30][C:31]([O:33]C)=[O:32].C(P(CCCC)CCCC)CCC.N(C(N1CCCCC1)=O)=NC(N1CCCCC1)=O, predict the reaction product. The product is: [CH2:1]([C:4]1[C:8]([CH2:9][CH2:10][CH2:11][O:12][C:24]2[CH:29]=[CH:28][CH:27]=[CH:26][C:25]=2[CH2:30][C:31]([OH:33])=[O:32])=[CH:7][N:6]([C:13]2[CH:14]=[CH:15][C:16]([C:19]([F:21])([F:22])[F:20])=[CH:17][CH:18]=2)[N:5]=1)[CH2:2][CH3:3]. (3) Given the reactants [F:1][C:2]1[CH:22]=[CH:21][CH:20]=[CH:19][C:3]=1[CH2:4][N:5]1[C:9]([C:10](O)=[O:11])=[CH:8][C:7]([C:13]2[N:18]=[CH:17][CH:16]=[CH:15][N:14]=2)=[N:6]1.C(Cl)(=O)C(Cl)=O.C[N:30](C=O)C.N.O1CCOCC1, predict the reaction product. The product is: [F:1][C:2]1[CH:22]=[CH:21][CH:20]=[CH:19][C:3]=1[CH2:4][N:5]1[C:9]([C:10]([NH2:30])=[O:11])=[CH:8][C:7]([C:13]2[N:18]=[CH:17][CH:16]=[CH:15][N:14]=2)=[N:6]1. (4) The product is: [C:1]([O:9][C:10]1[C:19]([CH3:20])=[CH:18][C:13]([C:14]([O:16][CH3:17])=[O:15])=[CH:12][C:11]=1[C:21]([OH:24])=[O:22])(=[O:8])[C:2]1[CH:3]=[CH:4][CH:5]=[CH:6][CH:7]=1. Given the reactants [C:1]([O:9][C:10]1[C:19]([CH3:20])=[CH:18][C:13]([C:14]([O:16][CH3:17])=[O:15])=[CH:12][C:11]=1[CH:21]=[O:22])(=[O:8])[C:2]1[CH:7]=[CH:6][CH:5]=[CH:4][CH:3]=1.Cl([O-])=[O:24].[Na+].Cl, predict the reaction product. (5) Given the reactants [CH3:1][O:2][CH:3]1[CH2:6][N:5]([C:7]2[CH:8]=[C:9]3[N:18]([CH3:19])[CH:17]=[CH:16][C:10]3=[N:11][C:12]=2[C@@H:13]([NH2:15])[CH3:14])[CH2:4]1.[NH2:20][C:21]1[N:26]=[C:25]([NH2:27])[C:24]([C:28]#[N:29])=[C:23](Cl)[N:22]=1.C(N(C(C)C)C(C)C)C, predict the reaction product. The product is: [NH2:20][C:21]1[N:26]=[C:25]([NH2:27])[C:24]([C:28]#[N:29])=[C:23]([NH:15][C@H:13]([C:12]2[N:11]=[C:10]3[CH:16]=[CH:17][N:18]([CH3:19])[C:9]3=[CH:8][C:7]=2[N:5]2[CH2:6][CH:3]([O:2][CH3:1])[CH2:4]2)[CH3:14])[N:22]=1. (6) Given the reactants [I:1][C:2]1[CH:7]=[CH:6][C:5]([OH:8])=[CH:4][CH:3]=1.Cl[CH2:10][CH2:11][O:12][CH2:13][CH2:14][O:15][CH2:16][CH2:17][F:18].C(=O)([O-])[O-].[K+].[K+].CN(C=O)C, predict the reaction product. The product is: [F:18][CH2:17][CH2:16][O:15][CH2:14][CH2:13][O:12][CH2:11][CH2:10][O:8][C:5]1[CH:6]=[CH:7][C:2]([I:1])=[CH:3][CH:4]=1. (7) Given the reactants [CH2:1]([O:3][C:4](=[O:25])[NH:5][CH:6]1[CH2:9][C:8]2([CH2:14][CH2:13][N:12]([C:15]3[CH:20]=[CH:19][C:18]([CH:21]=[C:22]([CH3:24])[CH3:23])=[CH:17][N:16]=3)[CH2:11][CH2:10]2)[CH2:7]1)[CH3:2], predict the reaction product. The product is: [CH2:1]([O:3][C:4](=[O:25])[NH:5][CH:6]1[CH2:9][C:8]2([CH2:10][CH2:11][N:12]([C:15]3[CH:20]=[CH:19][C:18]([CH2:21][CH:22]([CH3:24])[CH3:23])=[CH:17][N:16]=3)[CH2:13][CH2:14]2)[CH2:7]1)[CH3:2].